The task is: Predict which catalyst facilitates the given reaction.. This data is from Catalyst prediction with 721,799 reactions and 888 catalyst types from USPTO. (1) Reactant: [BH4-].[Na+].[CH:3](=[O:13])[CH2:4][CH2:5]/[CH:6]=[CH:7]/[CH2:8][CH2:9][CH2:10][CH2:11][CH3:12].[NH4+].[Cl-]. Product: [CH2:3]([OH:13])[CH2:4][CH2:5]/[CH:6]=[CH:7]/[CH2:8][CH2:9][CH2:10][CH2:11][CH3:12]. The catalyst class is: 5. (2) The catalyst class is: 29. Reactant: C([O:8][C:9]1[C:31]([O:32][CH3:33])=[CH:30][C:12]2[C:13]3[N:18]([CH:19]([CH:21]([CH3:23])[CH3:22])[CH2:20][C:11]=2[CH:10]=1)[CH:17]=[C:16]([C:24]([O:26][CH2:27][CH3:28])=[O:25])[C:15](=[O:29])[CH:14]=3)C1C=CC=CC=1. Product: [OH:8][C:9]1[C:31]([O:32][CH3:33])=[CH:30][C:12]2[C:13]3[N:18]([CH:19]([CH:21]([CH3:23])[CH3:22])[CH2:20][C:11]=2[CH:10]=1)[CH:17]=[C:16]([C:24]([O:26][CH2:27][CH3:28])=[O:25])[C:15](=[O:29])[CH:14]=3. (3) Reactant: C(Cl)CCl.C1C=NC2N(O)N=NC=2C=1.[CH3:15][O:16][C:17]1[C:31]([O:32][CH3:33])=[CH:30][C:20]2[NH:21][C:22]([C:24]3[C:28]([NH2:29])=[CH:27][NH:26][N:25]=3)=[N:23][C:19]=2[CH:18]=1.[C:34]([N:41]1[CH2:46][CH2:45][O:44][CH:43]([C:47](O)=[O:48])[CH2:42]1)([O:36][C:37]([CH3:40])([CH3:39])[CH3:38])=[O:35]. Product: [CH3:33][O:32][C:31]1[C:17]([O:16][CH3:15])=[CH:18][C:19]2[NH:23][C:22]([C:24]3[C:28]([NH:29][C:47]([CH:43]4[O:44][CH2:45][CH2:46][N:41]([C:34]([O:36][C:37]([CH3:40])([CH3:39])[CH3:38])=[O:35])[CH2:42]4)=[O:48])=[CH:27][NH:26][N:25]=3)=[N:21][C:20]=2[CH:30]=1. The catalyst class is: 3. (4) Reactant: [C:1]1([C:7]2[N:12]3[N:13]=[C:14]([NH:16][C:17]4[CH:18]=[C:19]5[C:24](=[CH:25][CH:26]=4)[N:23]=[C:22]([NH2:27])[CH:21]=[CH:20]5)[N:15]=[C:11]3[CH:10]=[CH:9][CH:8]=2)[CH:6]=[CH:5][CH:4]=[CH:3][CH:2]=1.C1(C2N3N=C(NC4C=C5C(C=NN5C5CCCCO5)=CC=4)N=C3C=CC=2)C=CC=CC=1.[CH3:59][O:60][C:61]1[CH:79]=[CH:78][C:64]([CH2:65]NC2C=CC3C(=CC=C(N)C=3)N=2)=[CH:63][CH:62]=1.CC(C)([O-])C.[K+]. Product: [CH3:59][O:60][C:61]1[CH:79]=[CH:78][C:64]([CH2:65][NH:27][C:22]2[CH:21]=[CH:20][C:19]3[C:24](=[CH:25][CH:26]=[C:17]([NH:16][C:14]4[N:15]=[C:11]5[CH:10]=[CH:9][CH:8]=[C:7]([C:1]6[CH:2]=[CH:3][CH:4]=[CH:5][CH:6]=6)[N:12]5[N:13]=4)[CH:18]=3)[N:23]=2)=[CH:63][CH:62]=1. The catalyst class is: 55. (5) Reactant: Cl[CH2:2][C:3]1[N:4]=[C:5]2[S:12][C:11]([CH3:13])=[C:10]([C:14]([O:16][CH3:17])=[O:15])[N:6]2[C:7](=[O:9])[CH:8]=1.[F:18][C:19]1[C:24]([C:25]([F:28])([F:27])[F:26])=[CH:23][CH:22]=[CH:21][C:20]=1B(O)O.C([O-])([O-])=O.[K+].[K+]. Product: [F:18][C:19]1[C:24]([C:25]([F:26])([F:27])[F:28])=[CH:23][CH:22]=[CH:21][C:20]=1[CH2:2][C:3]1[N:4]=[C:5]2[S:12][C:11]([CH3:13])=[C:10]([C:14]([O:16][CH3:17])=[O:15])[N:6]2[C:7](=[O:9])[CH:8]=1. The catalyst class is: 38. (6) Reactant: [C:1]1([CH2:7][C:8]([NH:10][NH2:11])=[O:9])[CH:6]=[CH:5][CH:4]=[CH:3][CH:2]=1.C(O[C:15](=[NH:21])[C:16]([O:18][CH2:19][CH3:20])=[O:17])C. Product: [NH2:21][C:15](=[N:11][NH:10][C:8](=[O:9])[CH2:7][C:1]1[CH:6]=[CH:5][CH:4]=[CH:3][CH:2]=1)[C:16]([O:18][CH2:19][CH3:20])=[O:17]. The catalyst class is: 621.